From a dataset of Catalyst prediction with 721,799 reactions and 888 catalyst types from USPTO. Predict which catalyst facilitates the given reaction. (1) Reactant: C([O:3][C:4]([C:6]1[O:7][C:8]([CH2:11][C:12]2[N:13]([CH2:25][C:26]3[CH:31]=[CH:30][C:29]([F:32])=[CH:28][CH:27]=3)[C:14]3[C:19]([CH:20]=2)=[CH:18][C:17]([S:21]([CH3:24])(=[O:23])=[O:22])=[CH:16][CH:15]=3)=[CH:9][CH:10]=1)=[O:5])C.[OH-].[Li+].Cl. Product: [C:4]([C:6]1[O:7][C:8]([CH2:11][C:12]2[N:13]([CH2:25][C:26]3[CH:27]=[CH:28][C:29]([F:32])=[CH:30][CH:31]=3)[C:14]3[C:19]([CH:20]=2)=[CH:18][C:17]([S:21]([CH3:24])(=[O:22])=[O:23])=[CH:16][CH:15]=3)=[CH:9][CH:10]=1)([OH:5])=[O:3]. The catalyst class is: 12. (2) Reactant: [CH2:1]([O:8][C:9]1[C:14]([O:15][CH3:16])=[CH:13][C:12]([CH2:17][CH2:18][OH:19])=[CH:11][C:10]=1[O:20][CH3:21])[C:2]1[CH:7]=[CH:6][CH:5]=[CH:4][CH:3]=1.CC(OI1(OC(C)=O)(OC(C)=O)OC(=O)C2C=CC=CC1=2)=O.O. Product: [CH2:1]([O:8][C:9]1[C:14]([O:15][CH3:16])=[CH:13][C:12]([CH2:17][CH:18]=[O:19])=[CH:11][C:10]=1[O:20][CH3:21])[C:2]1[CH:3]=[CH:4][CH:5]=[CH:6][CH:7]=1. The catalyst class is: 4. (3) Reactant: [C:1]([C:5]1[CH:6]=[CH:7][C:8]([O:44][CH3:45])=[C:9]([CH:43]=1)[O:10][C:11]1[S:12][CH:13]=[C:14]([C:16]([NH:18][C:19]2[C:20]([O:41][CH3:42])=[N:21][C:22]([NH:27][CH2:28][CH2:29][N:30]([CH:38]([CH3:40])[CH3:39])C(=O)OC(C)(C)C)=[N:23][C:24]=2[O:25][CH3:26])=[O:17])[N:15]=1)([CH3:4])([CH3:3])[CH3:2].CO. Product: [C:1]([C:5]1[CH:6]=[CH:7][C:8]([O:44][CH3:45])=[C:9]([CH:43]=1)[O:10][C:11]1[S:12][CH:13]=[C:14]([C:16]([NH:18][C:19]2[C:20]([O:41][CH3:42])=[N:21][C:22]([NH:27][CH2:28][CH2:29][NH:30][CH:38]([CH3:40])[CH3:39])=[N:23][C:24]=2[O:25][CH3:26])=[O:17])[N:15]=1)([CH3:3])([CH3:4])[CH3:2]. The catalyst class is: 4. (4) Reactant: [CH2:1]([CH:3]1[CH2:7][C:6](=[CH2:8])[CH2:5][CH:4]1[C:9]([O:11][CH2:12][CH3:13])=[O:10])[CH3:2].C1([Si](C2C=CC=CC=2)(C2C=CC=CC=2)[SH:21])C=CC=CC=1.N(C(C)(C)C#N)=NC(C)(C)C#N.C(O)(C(F)(F)F)=O. Product: [CH2:1]([CH:3]1[CH2:7][CH:6]([CH2:8][SH:21])[CH2:5][CH:4]1[C:9]([O:11][CH2:12][CH3:13])=[O:10])[CH3:2]. The catalyst class is: 308. (5) Reactant: [CH3:1][Li].[CH2:3]([N:10]([CH3:19])[CH2:11][CH2:12][C:13](N(OC)C)=[O:14])[C:4]1[CH:9]=[CH:8][CH:7]=[CH:6][CH:5]=1.[NH4+].[Cl-]. Product: [CH2:3]([N:10]([CH3:19])[CH2:11][CH2:12][C:13](=[O:14])[CH3:1])[C:4]1[CH:9]=[CH:8][CH:7]=[CH:6][CH:5]=1. The catalyst class is: 1.